From a dataset of Catalyst prediction with 721,799 reactions and 888 catalyst types from USPTO. Predict which catalyst facilitates the given reaction. (1) Reactant: CCN(C(C)C)C(C)C.[F:10][C:11]([F:23])([F:22])[O:12][C:13]1[CH:21]=[CH:20][CH:19]=[CH:18][C:14]=1[C:15]([OH:17])=O.C1C=CC2N(O)N=NC=2C=1.CCN=C=NCCCN(C)C.Cl.[O:46]=[C:47]([N:64]1[CH2:69][CH2:68][NH:67][CH2:66][CH2:65]1)[CH2:48][NH:49][C:50]([C:52]1[CH:57]=[CH:56][C:55]([C:58]2[CH:63]=[CH:62][CH:61]=[CH:60][CH:59]=2)=[CH:54][CH:53]=1)=[O:51]. Product: [O:46]=[C:47]([N:64]1[CH2:69][CH2:68][N:67]([C:15](=[O:17])[C:14]2[CH:18]=[CH:19][CH:20]=[CH:21][C:13]=2[O:12][C:11]([F:10])([F:23])[F:22])[CH2:66][CH2:65]1)[CH2:48][NH:49][C:50]([C:52]1[CH:53]=[CH:54][C:55]([C:58]2[CH:63]=[CH:62][CH:61]=[CH:60][CH:59]=2)=[CH:56][CH:57]=1)=[O:51]. The catalyst class is: 18. (2) Reactant: [N:1]1([CH2:6][CH2:7][CH2:8][NH:9]C(=O)OC(C)(C)C)[CH:5]=[N:4][CH:3]=[N:2]1.[ClH:17]. Product: [ClH:17].[N:1]1([CH2:6][CH2:7][CH2:8][NH2:9])[CH:5]=[N:4][CH:3]=[N:2]1. The catalyst class is: 7. (3) Reactant: [NH2:1][CH2:2][C:3]1[CH:8]=[CH:7][C:6]([S:9]([C:12]2[CH:20]=[CH:19][C:18]3[N:17]([CH3:21])[C:16]4[CH2:22][CH:23]5[NH:27][CH:26]([C:15]=4[C:14]=3[C:13]=2C(OC(C)(C)C)=O)[CH2:25][CH2:24]5)(=[O:11])=[O:10])=[CH:5][CH:4]=1.[ClH:35]. Product: [ClH:35].[ClH:35].[NH2:1][CH2:2][C:3]1[CH:8]=[CH:7][C:6]([S:9]([C:12]2[CH:13]=[C:14]3[C:18](=[CH:19][CH:20]=2)[N:17]([CH3:21])[C:16]2[CH2:22][CH:23]4[NH:27][CH:26]([C:15]3=2)[CH2:25][CH2:24]4)(=[O:11])=[O:10])=[CH:5][CH:4]=1. The catalyst class is: 27. (4) Reactant: N#N.Br[C:4]1[CH:9]=[C:8]([S:10]([CH2:13][CH3:14])(=[O:12])=[O:11])[CH:7]=[CH:6][C:5]=1[O:15][CH3:16].[CH3:17][N:18]1[CH:27]=[C:26](B2OC(C)(C)C(C)(C)O2)[C:25]2[C:20](=[CH:21][CH:22]=[C:23]([C:37]3[CH:38]=[N:39][N:40]([CH3:42])[CH:41]=3)[CH:24]=2)[C:19]1=[O:43].[O-]P([O-])([O-])=O.[K+].[K+].[K+]. Product: [CH2:13]([S:10]([C:8]1[CH:7]=[CH:6][C:5]([O:15][CH3:16])=[C:4]([C:26]2[C:25]3[C:20](=[CH:21][CH:22]=[C:23]([C:37]4[CH:38]=[N:39][N:40]([CH3:42])[CH:41]=4)[CH:24]=3)[C:19](=[O:43])[N:18]([CH3:17])[CH:27]=2)[CH:9]=1)(=[O:12])=[O:11])[CH3:14]. The catalyst class is: 117. (5) Reactant: CN(C(ON1N=NC2C=CC=CC1=2)=[N+](C)C)C.F[P-](F)(F)(F)(F)F.Cl.Cl.[CH3:27][C@H:28]1[C:36]2[C:35]([N:37]3[CH2:42][CH2:41][NH:40][CH2:39][CH2:38]3)=[N:34][CH:33]=[N:32][C:31]=2[C@H:30]([OH:43])[CH2:29]1.C(OC([N:51]1[CH2:55][CH2:54][C:53]([C:59]2[CH:64]=[CH:63][C:62]([Cl:65])=[CH:61][CH:60]=2)([C:56](O)=[O:57])[CH2:52]1)=O)(C)(C)C. Product: [Cl:65][C:62]1[CH:63]=[CH:64][C:59]([C:53]2([C:56]([N:40]3[CH2:39][CH2:38][N:37]([C:35]4[C:36]5[C@H:28]([CH3:27])[CH2:29][C@@H:30]([OH:43])[C:31]=5[N:32]=[CH:33][N:34]=4)[CH2:42][CH2:41]3)=[O:57])[CH2:54][CH2:55][NH:51][CH2:52]2)=[CH:60][CH:61]=1. The catalyst class is: 2. (6) Reactant: [F:1][C:2]([F:36])([F:35])[C:3]1[CH:4]=[C:5]([C:13]([CH3:34])([CH3:33])[C:14]([N:16]([C:18]2[CH:19]=[N:20][C:21](Cl)=[CH:22][C:23]=2[C:24]2[CH:29]=[CH:28][C:27]([F:30])=[CH:26][C:25]=2[CH3:31])[CH3:17])=[O:15])[CH:6]=[C:7]([C:9]([F:12])([F:11])[F:10])[CH:8]=1.[CH2:37]1[NH:42][CH2:41][CH2:40][N:39]2[C:43](=[O:46])[CH2:44][CH2:45][C@@H:38]12.C(=O)([O-])[O-].[K+].[K+].[NH4+].[Cl-]. Product: [F:1][C:2]([F:36])([F:35])[C:3]1[CH:4]=[C:5]([C:13]([CH3:34])([CH3:33])[C:14]([N:16]([C:18]2[CH:19]=[N:20][C:21]([N:42]3[CH2:41][CH2:40][N:39]4[C:43](=[O:46])[CH2:44][CH2:45][C@H:38]4[CH2:37]3)=[CH:22][C:23]=2[C:24]2[CH:29]=[CH:28][C:27]([F:30])=[CH:26][C:25]=2[CH3:31])[CH3:17])=[O:15])[CH:6]=[C:7]([C:9]([F:12])([F:11])[F:10])[CH:8]=1. The catalyst class is: 16.